This data is from Catalyst prediction with 721,799 reactions and 888 catalyst types from USPTO. The task is: Predict which catalyst facilitates the given reaction. (1) Reactant: [CH3:1][O:2][C:3](=[O:33])[C:4]1[CH:9]=[C:8]([O:10][C:11]2[CH:16]=[CH:15][C:14]([N+:17]([O-])=O)=[C:13]([CH:20]=[CH2:21])[CH:12]=2)[CH:7]=[CH:6][C:5]=1[NH:22][S:23]([C:26]1[CH:31]=[CH:30][C:29]([CH3:32])=[CH:28][CH:27]=1)(=[O:25])=[O:24].[H][H]. Product: [CH3:1][O:2][C:3](=[O:33])[C:4]1[CH:9]=[C:8]([O:10][C:11]2[CH:16]=[CH:15][C:14]([NH2:17])=[C:13]([CH2:20][CH3:21])[CH:12]=2)[CH:7]=[CH:6][C:5]=1[NH:22][S:23]([C:26]1[CH:27]=[CH:28][C:29]([CH3:32])=[CH:30][CH:31]=1)(=[O:25])=[O:24]. The catalyst class is: 358. (2) Reactant: [C:1]([O:5][C:6]([NH:8][C:9]1[CH:14]=[CH:13][CH:12]=[CH:11][C:10]=1[NH:15][C:16](=[O:27])[CH2:17][CH2:18][CH2:19][CH2:20][CH2:21][C:22]([O:24]CC)=[O:23])=[O:7])([CH3:4])([CH3:3])[CH3:2].O.[OH-].[Li+]. Product: [C:1]([O:5][C:6]([NH:8][C:9]1[CH:14]=[CH:13][CH:12]=[CH:11][C:10]=1[NH:15][C:16](=[O:27])[CH2:17][CH2:18][CH2:19][CH2:20][CH2:21][C:22]([OH:24])=[O:23])=[O:7])([CH3:4])([CH3:2])[CH3:3]. The catalyst class is: 87. (3) Reactant: C1C2C(OC([NH:17][C@@H:18]([CH3:49])[C:19]([NH:21][C:22]3[CH:48]=[CH:47][C:25]([CH2:26][C@@H:27]4[CH2:31][CH2:30][C@H:29]([C@H:32]([OH:39])[C:33]5[CH:38]=[CH:37][CH:36]=[CH:35][CH:34]=5)[N:28]4[C:40]([O:42][C:43]([CH3:46])([CH3:45])[CH3:44])=[O:41])=[CH:24][CH:23]=3)=[O:20])=O)C3C(=CC=CC=3)C=2C=CC=1.N1CCCCC1. Product: [NH2:17][C@@H:18]([CH3:49])[C:19]([NH:21][C:22]1[CH:23]=[CH:24][C:25]([CH2:26][C@@H:27]2[CH2:31][CH2:30][C@H:29]([C@H:32]([OH:39])[C:33]3[CH:34]=[CH:35][CH:36]=[CH:37][CH:38]=3)[N:28]2[C:40]([O:42][C:43]([CH3:44])([CH3:45])[CH3:46])=[O:41])=[CH:47][CH:48]=1)=[O:20]. The catalyst class is: 1. (4) Reactant: [NH:1]1[CH2:4][CH:3]([C:5]([OH:7])=[O:6])[CH2:2]1.[CH3:8]O.S(Cl)([Cl:12])=O. Product: [ClH:12].[NH:1]1[CH2:4][CH:3]([C:5]([O:7][CH3:8])=[O:6])[CH2:2]1. The catalyst class is: 48. (5) Reactant: [F:1][C:2]1[CH:3]=[C:4]([CH:25]=[CH:26][CH:27]=1)[CH2:5][O:6][C:7]1[CH:12]=[CH:11][C:10]([CH2:13][CH2:14][NH:15][CH2:16][C:17]2[CH:22]=[CH:21][CH:20]=[CH:19][CH:18]=2)=[CH:9][C:8]=1[O:23][CH3:24].C(N(C(C)C)CC)(C)C.[CH3:37][O:38][C:39](=[O:42])[CH2:40]Br. Product: [CH3:37][O:38][C:39](=[O:42])[CH2:40][N:15]([CH2:14][CH2:13][C:10]1[CH:11]=[CH:12][C:7]([O:6][CH2:5][C:4]2[CH:25]=[CH:26][CH:27]=[C:2]([F:1])[CH:3]=2)=[C:8]([O:23][CH3:24])[CH:9]=1)[CH2:16][C:17]1[CH:18]=[CH:19][CH:20]=[CH:21][CH:22]=1. The catalyst class is: 10. (6) Reactant: [OH:1][C:2]([C:22]1[CH:27]=[CH:26][CH:25]=[CH:24][CH:23]=1)([C:16]1[CH:21]=[CH:20][CH:19]=[CH:18][CH:17]=1)[CH:3]1[NH:8][CH2:7][CH2:6][N:5]([C:9]([O:11][C:12]([CH3:15])([CH3:14])[CH3:13])=[O:10])[CH2:4]1.C(N(C(C)C)CC)(C)C.[Cl:37][CH2:38][C:39](Cl)=[O:40].C(OCC)(=O)C. Product: [Cl:37][CH2:38][C:39]([N:8]1[CH2:7][CH2:6][N:5]([C:9]([O:11][C:12]([CH3:15])([CH3:14])[CH3:13])=[O:10])[CH2:4][CH:3]1[C:2]([OH:1])([C:16]1[CH:17]=[CH:18][CH:19]=[CH:20][CH:21]=1)[C:22]1[CH:27]=[CH:26][CH:25]=[CH:24][CH:23]=1)=[O:40]. The catalyst class is: 7.